From a dataset of Full USPTO retrosynthesis dataset with 1.9M reactions from patents (1976-2016). Predict the reactants needed to synthesize the given product. (1) Given the product [F:1][C:2]([F:42])([F:41])[C:3]1[CH:4]=[C:5]([CH:34]=[C:35]([C:37]([F:40])([F:39])[F:38])[CH:36]=1)[CH2:6][N:7]([CH3:33])[C:8](=[O:32])[C:9]1[C:14]([C:15]2[CH:20]=[CH:19][CH:18]=[CH:17][C:16]=2[CH3:21])=[CH:13][C:12]([N:22]2[CH2:27][CH2:26][N:25]([C:28](=[O:31])[CH2:29][OH:44])[CH2:24][CH2:23]2)=[N:11][CH:10]=1, predict the reactants needed to synthesize it. The reactants are: [F:1][C:2]([F:42])([F:41])[C:3]1[CH:4]=[C:5]([CH:34]=[C:35]([C:37]([F:40])([F:39])[F:38])[CH:36]=1)[CH2:6][N:7]([CH3:33])[C:8](=[O:32])[C:9]1[C:14]([C:15]2[CH:20]=[CH:19][CH:18]=[CH:17][C:16]=2[CH3:21])=[CH:13][C:12]([N:22]2[CH2:27][CH2:26][N:25]([C:28](=[O:31])[CH2:29]Br)[CH2:24][CH2:23]2)=[N:11][CH:10]=1.C(=O)(O)[O-:44].[Na+]. (2) Given the product [CH3:54][C:40]1[CH:41]=[C:42]([C:12]2[C:11]3[CH:10]=[C:9]4[C:17](=[CH:16][C:15]=3[N:14]([C:19]([C:20]3[CH:25]=[CH:24][CH:23]=[CH:22][CH:21]=3)([C:26]3[CH:27]=[CH:28][CH:29]=[CH:30][CH:31]=3)[C:32]3[CH:33]=[CH:34][CH:35]=[CH:36][CH:37]=3)[N:13]=2)[NH:18][C:49](=[O:48])[N:7]([CH2:6][C:4]2[N:3]=[CH:2][S:1][CH:5]=2)[CH2:8]4)[CH:43]=[CH:44][N:39]=1, predict the reactants needed to synthesize it. The reactants are: [S:1]1[CH:5]=[C:4]([CH2:6][NH:7][CH2:8][C:9]2[CH:10]=[C:11]3[C:15](=[CH:16][C:17]=2[NH2:18])[N:14]([C:19]([C:32]2[CH:37]=[CH:36][CH:35]=[CH:34][CH:33]=2)([C:26]2[CH:31]=[CH:30][CH:29]=[CH:28][CH:27]=2)[C:20]2[CH:25]=[CH:24][CH:23]=[CH:22][CH:21]=2)[N:13]=[C:12]3Br)[N:3]=[CH:2]1.[N:39]1[CH:44]=[CH:43][C:42](B(O)O)=[CH:41][CH:40]=1.[O:48]1CCOC[CH2:49]1.[C:54]([O-])([O-])=O.[K+].[K+]. (3) Given the product [Br:10][C:11]1[C:12]([N+:23]([O-:25])=[O:24])=[C:13]([CH:16]=[C:17]([O:21][CH3:22])[C:18]=1[O:19][CH3:20])[C:14]([OH:5])=[O:15], predict the reactants needed to synthesize it. The reactants are: B1([O-])OO1.[OH2:5].O.O.O.[Na+].[Br:10][C:11]1[C:12]([N+:23]([O-:25])=[O:24])=[C:13]([CH:16]=[C:17]([O:21][CH3:22])[C:18]=1[O:19][CH3:20])[CH:14]=[O:15]. (4) Given the product [F:15][C:16]1[CH:17]=[C:18]([CH:26]=[CH:27][CH:28]=1)[O:19][CH2:20][CH2:21][CH2:22][C:23]([NH:7]/[C:5](/[CH3:6])=[CH:4]\[C:3]([O:2][CH3:1])=[O:8])=[O:24], predict the reactants needed to synthesize it. The reactants are: [CH3:1][O:2][C:3](=[O:8])/[CH:4]=[C:5](\[NH2:7])/[CH3:6].N1C=CC=CC=1.[F:15][C:16]1[CH:17]=[C:18]([CH:26]=[CH:27][CH:28]=1)[O:19][CH2:20][CH2:21][CH2:22][C:23](Cl)=[O:24]. (5) Given the product [CH2:7]([N:14]1[CH2:19][CH2:18][N:17]([C:20]2[N:21]=[C:22]([NH:34][C:33]3[CH:35]=[CH:36][C:37]([Cl:38])=[C:31]([Cl:30])[CH:32]=3)[CH:23]=[C:24]([N:26]([CH3:28])[CH3:27])[N:25]=2)[CH2:16][CH2:15]1)[C:8]1[CH:13]=[CH:12][CH:11]=[CH:10][CH:9]=1, predict the reactants needed to synthesize it. The reactants are: CC(C)([O-])C.[K+].[CH2:7]([N:14]1[CH2:19][CH2:18][N:17]([C:20]2[N:25]=[C:24]([N:26]([CH3:28])[CH3:27])[CH:23]=[C:22](Cl)[N:21]=2)[CH2:16][CH2:15]1)[C:8]1[CH:13]=[CH:12][CH:11]=[CH:10][CH:9]=1.[Cl:30][C:31]1[CH:32]=[C:33]([CH:35]=[CH:36][C:37]=1[Cl:38])[NH2:34].C1(P(C2C=CC=CC=2)C2C=CC3C(=CC=CC=3)C=2C2C3C(=CC=CC=3)C=CC=2P(C2C=CC=CC=2)C2C=CC=CC=2)C=CC=CC=1. (6) Given the product [CH3:40][C:39]1[N:1]=[C:2]2[C:3]([O:23][CH2:24][C@@H:25]3[CH2:29][CH2:28][NH:27][CH2:26]3)=[N:4][C:5]([C:15]3[CH:20]=[CH:19][C:18]([C:21]#[N:22])=[CH:17][CH:16]=3)=[C:6]([C:8]3[CH:13]=[CH:12][C:11]([CH3:14])=[CH:10][CH:9]=3)[N:7]2[CH:38]=1, predict the reactants needed to synthesize it. The reactants are: [NH2:1][C:2]1[C:3]([O:23][CH2:24][C@@H:25]2[CH2:29][CH2:28][N:27](C(OC(C)(C)C)=O)[CH2:26]2)=[N:4][C:5]([C:15]2[CH:20]=[CH:19][C:18]([C:21]#[N:22])=[CH:17][CH:16]=2)=[C:6]([C:8]2[CH:13]=[CH:12][C:11]([CH3:14])=[CH:10][CH:9]=2)[N:7]=1.Cl[CH2:38][C:39](=O)[CH3:40]. (7) Given the product [F:1][C:2]1[CH:7]=[C:6]([F:8])[CH:5]=[CH:4][C:3]=1[N:9]1[C:17](=[O:18])[C:16]2[C@@H:15]3[C:19]([CH3:21])([CH3:20])[C@@:12]([CH3:22])([CH2:13][CH2:14]3)[C:11]=2[N:10]1[CH2:29][C:28]1[CH:31]=[CH:32][C:25]([O:24][CH3:23])=[CH:26][CH:27]=1, predict the reactants needed to synthesize it. The reactants are: [F:1][C:2]1[CH:7]=[C:6]([F:8])[CH:5]=[CH:4][C:3]=1[N:9]1[C:17](=[O:18])[C:16]2[C@@H:15]3[C:19]([CH3:21])([CH3:20])[C@@:12]([CH3:22])([CH2:13][CH2:14]3)[C:11]=2[NH:10]1.[CH3:23][O:24][C:25]1[CH:32]=[CH:31][C:28]([CH2:29]Br)=[CH:27][CH:26]=1. (8) Given the product [NH2:19][C:16]1[CH:17]=[CH:18][C:11]([O:10][CH2:9][CH2:8][CH2:7][N:4]2[CH2:3][CH2:2][O:1][CH2:6][CH2:5]2)=[C:12]([CH:15]=1)[C:13]#[N:14], predict the reactants needed to synthesize it. The reactants are: [O:1]1[CH2:6][CH2:5][N:4]([CH2:7][CH2:8][CH2:9][O:10][C:11]2[CH:18]=[CH:17][C:16]([N+:19]([O-])=O)=[CH:15][C:12]=2[C:13]#[N:14])[CH2:3][CH2:2]1.[NH4+].[Cl-].